This data is from Forward reaction prediction with 1.9M reactions from USPTO patents (1976-2016). The task is: Predict the product of the given reaction. (1) Given the reactants [CH2:1]([C:4]1[C:9]([OH:10])=[CH:8][N:7]=[C:6]2[N:11]([CH2:14][C:15]3[S:19][C:18]([C:20]4[CH:25]=[CH:24][C:23]([C:26]([F:29])([F:28])[F:27])=[CH:22][CH:21]=4)=[N:17][C:16]=3[CH2:30][CH2:31][CH2:32][CH3:33])[CH:12]=[CH:13][C:5]=12)[CH:2]=[CH2:3].C(=O)([O-])[O-].[Cs+].[Cs+].C([O:44][C:45](=[O:48])[CH2:46]Br)(C)(C)C.C(OCC)(=O)C, predict the reaction product. The product is: [CH2:30]([C:16]1[N:17]=[C:18]([C:20]2[CH:25]=[CH:24][C:23]([C:26]([F:28])([F:27])[F:29])=[CH:22][CH:21]=2)[S:19][C:15]=1[CH2:14][N:11]1[C:6]2=[N:7][CH:8]=[C:9]([O:10][CH2:46][C:45]([OH:48])=[O:44])[C:4]([CH2:1][CH2:2][CH3:3])=[C:5]2[CH:13]=[CH:12]1)[CH2:31][CH2:32][CH3:33]. (2) The product is: [CH3:38][O:39][C:40]([C@@H:42]1[C@@H:46]([C:47]2[CH:52]=[CH:51][CH:50]=[CH:49][CH:48]=2)[CH2:45][N:44]([C:13](=[O:15])[C@@H:9]([NH:8][C:1]([O:3][C:4]([CH3:5])([CH3:6])[CH3:7])=[O:2])[CH:10]([CH3:11])[CH3:12])[CH2:43]1)=[O:41]. Given the reactants [C:1]([NH:8][C@H:9]([C:13]([OH:15])=O)[CH:10]([CH3:12])[CH3:11])([O:3][C:4]([CH3:7])([CH3:6])[CH3:5])=[O:2].CN(C(ON1N=NC2C=CC=CC1=2)=[N+](C)C)C.[B-](F)(F)(F)F.[CH3:38][O:39][C:40]([C@@H:42]1[C@@H:46]([C:47]2[CH:52]=[CH:51][CH:50]=[CH:49][CH:48]=2)[CH2:45][NH:44][CH2:43]1)=[O:41], predict the reaction product. (3) The product is: [F:46][C:47]1[CH:48]=[C:49]([CH:88]=[CH:89][CH:90]=1)[CH2:50][N:51]1[CH:55]=[C:54]([C:56]2[C:64]3[C:59](=[N:60][CH:61]=[C:62]([C:65]4[CH:66]=[CH:67][C:68]([N:71]5[CH2:76][CH2:75][CH:74]([OH:77])[CH2:73][CH2:72]5)=[CH:69][CH:70]=4)[CH:63]=3)[NH:58][CH:57]=2)[CH:53]=[N:52]1. Given the reactants Cl.FC1C=C(C=CC=1)CN1C=C(C2C3C(=NC=C(C4C=CC(C5CCNCC5)=CC=4)C=3)N(S(C3C=CC(C)=CC=3)(=O)=O)C=2)C=N1.[F:46][C:47]1[CH:48]=[C:49]([CH:88]=[CH:89][CH:90]=1)[CH2:50][N:51]1[CH:55]=[C:54]([C:56]2[C:64]3[C:59](=[N:60][CH:61]=[C:62]([C:65]4[CH:70]=[CH:69][C:68]([N:71]5[CH2:76][CH2:75][CH:74]([OH:77])[CH2:73][CH2:72]5)=[CH:67][CH:66]=4)[CH:63]=3)[N:58](S(C3C=CC(C)=CC=3)(=O)=O)[CH:57]=2)[CH:53]=[N:52]1.[OH-].[Li+], predict the reaction product. (4) Given the reactants ClN1C(=O)CCC1=O.[CH2:9]([S:11][CH2:12][CH3:13])[CH3:10].[CH2:14]([C@H:21]([NH:46][C:47](=[O:59])[C@@H:48]([N:52]1[CH2:57][CH2:56][CH2:55][NH:54][C:53]1=[O:58])[CH:49]([CH3:51])[CH3:50])[CH2:22][C@H:23]([OH:45])[C@@H:24]([NH:32][C:33](=[O:44])[CH2:34][O:35][C:36]1[C:41]([CH3:42])=[CH:40][CH:39]=[CH:38][C:37]=1[CH3:43])[CH2:25][C:26]1[CH:31]=[CH:30][CH:29]=[CH:28][CH:27]=1)[C:15]1[CH:20]=[CH:19][CH:18]=[CH:17][CH:16]=1.C(N(CC)CC)C, predict the reaction product. The product is: [CH2:14]([C@H:21]([NH:46][C:47](=[O:59])[C@@H:48]([N:52]1[CH2:57][CH2:56][CH2:55][NH:54][C:53]1=[O:58])[CH:49]([CH3:51])[CH3:50])[CH2:22][C@H:23]([O:45][CH:9]([S:11][CH2:12][CH3:13])[CH3:10])[C@@H:24]([NH:32][C:33](=[O:44])[CH2:34][O:35][C:36]1[C:37]([CH3:43])=[CH:38][CH:39]=[CH:40][C:41]=1[CH3:42])[CH2:25][C:26]1[CH:27]=[CH:28][CH:29]=[CH:30][CH:31]=1)[C:15]1[CH:20]=[CH:19][CH:18]=[CH:17][CH:16]=1. (5) Given the reactants Br[C:2]1[CH:3]=[C:4]([C:8]2([CH2:21][O:22][CH2:23][C:24]3[CH:25]=[C:26]([C:34]4[CH:39]=[CH:38][C:37]([C:40]#[N:41])=[CH:36][CH:35]=4)[CH:27]=[C:28]([C:30]([F:33])([F:32])[F:31])[CH:29]=3)[CH2:13][CH2:12][N:11]([C:14]([O:16][C:17]([CH3:20])([CH3:19])[CH3:18])=[O:15])[CH2:10][CH2:9]2)[CH:5]=[CH:6][CH:7]=1.[CH3:42][N:43](C)C=O, predict the reaction product. The product is: [C:40]([C:37]1[CH:38]=[CH:39][C:34]([C:26]2[CH:27]=[C:28]([C:30]([F:33])([F:32])[F:31])[CH:29]=[C:24]([CH2:23][O:22][CH2:21][C:8]3([C:4]4[CH:5]=[CH:6][CH:7]=[C:2]([C:42]#[N:43])[CH:3]=4)[CH2:13][CH2:12][N:11]([C:14]([O:16][C:17]([CH3:20])([CH3:19])[CH3:18])=[O:15])[CH2:10][CH2:9]3)[CH:25]=2)=[CH:35][CH:36]=1)#[N:41]. (6) Given the reactants [NH:1]1[CH:5]=[C:4]([CH2:6][CH2:7][NH:8][C:9](=[O:24])[NH:10][CH:11]([CH2:15][C:16]2[CH:21]=[CH:20][C:19]([O:22][CH3:23])=[CH:18][CH:17]=2)[C:12]([OH:14])=O)[N:3]=[CH:2]1.[F:25][C:26]([F:31])([F:30])[C:27]([OH:29])=[O:28].[CH3:32][CH:33]1[CH2:38][CH2:37][CH2:36][CH2:35][CH:34]1[C:39]1([O:43][CH2:44][CH2:45][CH3:46])[CH2:42][NH:41][CH2:40]1.C(Cl)CCl.C1C=CC2N(O)N=NC=2C=1.[OH-].[Na+], predict the reaction product. The product is: [F:25][C:26]([F:31])([F:30])[C:27]([OH:29])=[O:28].[NH:1]1[CH:5]=[C:4]([CH2:6][CH2:7][NH:8][C:9]([NH:10][CH:11]([CH2:15][C:16]2[CH:21]=[CH:20][C:19]([O:22][CH3:23])=[CH:18][CH:17]=2)[C:12]([N:41]2[CH2:40][C:39]([CH:34]3[CH2:35][CH2:36][CH2:37][CH2:38][CH:33]3[CH3:32])([O:43][CH2:44][CH2:45][CH3:46])[CH2:42]2)=[O:14])=[O:24])[N:3]=[CH:2]1. (7) Given the reactants [NH:1]1[CH2:4][CH:3]([NH:5][C:6](=[O:37])[C:7]2[CH:12]=[C:11]([O:13][CH3:14])[C:10]([NH:15][C:16]3[N:17]=[CH:18][C:19]4[N:25]([CH3:26])[C:24](=[O:27])[C:23]([F:29])([F:28])[CH2:22][N:21]([CH:30]5[CH2:34][CH2:33][CH2:32][CH2:31]5)[C:20]=4[N:35]=3)=[CH:9][C:8]=2[F:36])[CH2:2]1.[C:38]1(=O)[CH2:42][CH2:41][CH2:40][CH2:39]1, predict the reaction product. The product is: [CH:30]1([N:21]2[CH2:22][C:23]([F:28])([F:29])[C:24](=[O:27])[N:25]([CH3:26])[C:19]3[CH:18]=[N:17][C:16]([NH:15][C:10]4[C:11]([O:13][CH3:14])=[CH:12][C:7]([C:6]([NH:5][CH:3]5[CH2:2][N:1]([CH:38]6[CH2:42][CH2:41][CH2:40][CH2:39]6)[CH2:4]5)=[O:37])=[C:8]([F:36])[CH:9]=4)=[N:35][C:20]2=3)[CH2:34][CH2:33][CH2:32][CH2:31]1. (8) Given the reactants [F:1][C:2]([C:5]1[CH:10]=[C:9]([CH3:11])[CH:8]=[CH:7][N:6]=1)([F:4])[CH3:3].[O-:12][Mn](=O)(=O)=O.[K+].[OH2:18], predict the reaction product. The product is: [F:4][C:2]([C:5]1[CH:10]=[C:9]([CH:8]=[CH:7][N:6]=1)[C:11]([OH:12])=[O:18])([F:1])[CH3:3]. (9) Given the reactants [Cl:1][C:2]1[S:3][C:4]([CH2:7]Cl)=[CH:5][CH:6]=1.BrCC1CCCCO1.[Cl:17][C:18]1[CH:26]=[CH:25][CH:24]=[C:23]2[C:19]=1[C:20]1([C:31]3=[CH:32][C:33]4[O:37][CH2:36][O:35][C:34]=4[CH:38]=[C:30]3[O:29][CH2:28]1)[C:21](=[O:27])[NH:22]2, predict the reaction product. The product is: [Cl:17][C:18]1[CH:26]=[CH:25][CH:24]=[C:23]2[C:19]=1[C:20]1([C:31]3=[CH:32][C:33]4[O:37][CH2:36][O:35][C:34]=4[CH:38]=[C:30]3[O:29][CH2:28]1)[C:21](=[O:27])[N:22]2[CH2:7][C:4]1[S:3][C:2]([Cl:1])=[CH:6][CH:5]=1. (10) Given the reactants C[N:2](C(ON1N=NC2C=CC=NC1=2)=[N+](C)C)C.F[P-](F)(F)(F)(F)F.[F:25][C:26]1[CH:31]=[CH:30][C:29]([CH:32]2[CH2:36][CH2:35][N:34]([C:37]([C:39]3[N:40]=[C:41]4[C:46]([C:47]([F:50])([F:49])[F:48])=[CH:45][C:44]([C:51]5[CH:55]=[CH:54][O:53][CH:52]=5)=[CH:43][N:42]4[C:56]=3[CH2:57][C:58]([OH:60])=O)=[O:38])[CH2:33]2)=[CH:28][CH:27]=1.[Cl-].[NH4+], predict the reaction product. The product is: [F:25][C:26]1[CH:27]=[CH:28][C:29]([CH:32]2[CH2:36][CH2:35][N:34]([C:37]([C:39]3[N:40]=[C:41]4[C:46]([C:47]([F:49])([F:48])[F:50])=[CH:45][C:44]([C:51]5[CH:55]=[CH:54][O:53][CH:52]=5)=[CH:43][N:42]4[C:56]=3[CH2:57][C:58]([NH2:2])=[O:60])=[O:38])[CH2:33]2)=[CH:30][CH:31]=1.